Task: Regression. Given two drug SMILES strings and cell line genomic features, predict the synergy score measuring deviation from expected non-interaction effect.. Dataset: NCI-60 drug combinations with 297,098 pairs across 59 cell lines (1) Synergy scores: CSS=27.6, Synergy_ZIP=-10.9, Synergy_Bliss=-2.05, Synergy_Loewe=-11.0, Synergy_HSA=-2.50. Cell line: A498. Drug 1: COC1=C(C=C2C(=C1)N=CN=C2NC3=CC(=C(C=C3)F)Cl)OCCCN4CCOCC4. Drug 2: C1C(C(OC1N2C=NC3=C2NC=NCC3O)CO)O. (2) Drug 1: CN(C)N=NC1=C(NC=N1)C(=O)N. Drug 2: CN(C)C1=NC(=NC(=N1)N(C)C)N(C)C. Cell line: SK-OV-3. Synergy scores: CSS=4.45, Synergy_ZIP=-1.52, Synergy_Bliss=-1.28, Synergy_Loewe=-3.97, Synergy_HSA=-2.02. (3) Drug 1: CC1=C(C=C(C=C1)NC2=NC=CC(=N2)N(C)C3=CC4=NN(C(=C4C=C3)C)C)S(=O)(=O)N.Cl. Drug 2: C1=CC(=CC=C1CC(C(=O)O)N)N(CCCl)CCCl.Cl. Cell line: MOLT-4. Synergy scores: CSS=43.3, Synergy_ZIP=1.00, Synergy_Bliss=5.15, Synergy_Loewe=-12.0, Synergy_HSA=4.09. (4) Drug 1: CCCCCOC(=O)NC1=NC(=O)N(C=C1F)C2C(C(C(O2)C)O)O. Drug 2: C1C(C(OC1N2C=NC(=NC2=O)N)CO)O. Cell line: UACC62. Synergy scores: CSS=2.42, Synergy_ZIP=-0.952, Synergy_Bliss=1.84, Synergy_Loewe=-0.504, Synergy_HSA=1.12. (5) Drug 1: CN(C)N=NC1=C(NC=N1)C(=O)N. Drug 2: C1CCC(C(C1)N)N.C(=O)(C(=O)[O-])[O-].[Pt+4]. Cell line: HCC-2998. Synergy scores: CSS=9.38, Synergy_ZIP=-5.85, Synergy_Bliss=-8.05, Synergy_Loewe=-34.4, Synergy_HSA=-8.04.